Dataset: Full USPTO retrosynthesis dataset with 1.9M reactions from patents (1976-2016). Task: Predict the reactants needed to synthesize the given product. (1) Given the product [F:16][C:17]1[CH:18]=[C:19]([C:23]2[N:24]=[C:27]3[N:28]=[C:29]([NH:31][C:12]([C:11]4[N:10]([CH3:15])[N:9]=[CH:8][C:7]=4[C:5]([N:1]4[CH2:2][CH2:3][CH2:4]4)=[O:6])=[O:14])[CH:30]=[CH:25][N:26]3[CH:32]=2)[CH:20]=[CH:21][CH:22]=1, predict the reactants needed to synthesize it. The reactants are: [N:1]1([C:5]([C:7]2[CH:8]=[N:9][N:10]([CH3:15])[C:11]=2[C:12]([OH:14])=O)=[O:6])[CH2:4][CH2:3][CH2:2]1.[F:16][C:17]1[CH:18]=[C:19]([C:23]2[N:24]=[C:25]3[CH:30]=[C:29]([NH2:31])[N:28]=[CH:27][N:26]3[CH:32]=2)[CH:20]=[CH:21][CH:22]=1. (2) Given the product [Si:10]([O:9][CH2:8][C:5]1[CH:6]=[CH:7][C:2]([CH2:25][OH:26])=[N:3][CH:4]=1)([C:13]([CH3:16])([CH3:15])[CH3:14])([CH3:12])[CH3:11], predict the reactants needed to synthesize it. The reactants are: Br[C:2]1[CH:7]=[CH:6][C:5]([CH2:8][O:9][Si:10]([C:13]([CH3:16])([CH3:15])[CH3:14])([CH3:12])[CH3:11])=[CH:4][N:3]=1.[Li]CCCC.CN([CH:25]=[O:26])C.[BH4-].[Na+]. (3) Given the product [NH2:1][C:2]1[N:10]=[C:9]2[C:5]([N:6]=[C:7]([Cl:30])[N:8]2[C@H:11]2[C@:12]([CH3:20])([OH:13])[C@H:14]([OH:15])[C@@H:16]([CH2:18][OH:19])[O:17]2)=[C:4]([O:21][CH3:22])[N:3]=1, predict the reactants needed to synthesize it. The reactants are: [NH2:1][C:2]1[N:10]=[C:9]2[C:5]([N:6]=[CH:7][N:8]2[C@@H:11]2[O:17][C@H:16]([CH2:18][OH:19])[C@@H:14]([OH:15])[C@@:12]2([CH3:20])[OH:13])=[C:4]([O:21][CH3:22])[N:3]=1.C1C(=O)N([Cl:30])C(=O)C1. (4) Given the product [CH:8]([O:11][CH2:12][CH2:13][N:14]1[CH:6]([C:2]2[S:1][CH:5]=[CH:4][CH:3]=2)[CH:16]([C:15]([NH:32][C:31]2[CH:33]=[CH:34][CH:35]=[C:29]([O:28][CH3:27])[CH:30]=2)=[O:26])[C:17]2[C:18](=[CH:22][CH:23]=[CH:24][CH:25]=2)[C:19]1=[O:21])([CH3:10])[CH3:9], predict the reactants needed to synthesize it. The reactants are: [S:1]1[CH:5]=[CH:4][CH:3]=[C:2]1[CH:6]=O.[CH:8]([O:11][CH2:12][CH2:13][NH2:14])([CH3:10])[CH3:9].[C:15]1(=[O:26])[O:21][C:19](=O)[C:18]2=[CH:22][CH:23]=[CH:24][CH:25]=[C:17]2[CH2:16]1.[CH3:27][O:28][C:29]1[CH:30]=[C:31]([CH:33]=[CH:34][CH:35]=1)[NH2:32]. (5) Given the product [Si:1]([O:8][CH2:9][CH2:10][CH2:11][N:12]1[C:21](=[O:22])[C:20]2[C:15](=[CH:16][CH:17]=[C:18]([O:23][C:24]([F:26])([F:27])[F:25])[C:19]=2[CH:38]([OH:45])[C:39]2[CH:44]=[CH:43][CH:42]=[CH:41][CH:40]=2)[N:14]([CH3:28])[C:13]1=[O:29])([C:4]([CH3:6])([CH3:7])[CH3:5])([CH3:3])[CH3:2], predict the reactants needed to synthesize it. The reactants are: [Si:1]([O:8][CH2:9][CH2:10][CH2:11][N:12]1[C:21](=[O:22])[C:20]2[C:15](=[CH:16][CH:17]=[C:18]([O:23][C:24]([F:27])([F:26])[F:25])[CH:19]=2)[N:14]([CH3:28])[C:13]1=[O:29])([C:4]([CH3:7])([CH3:6])[CH3:5])([CH3:3])[CH3:2].[Li+].CC([N-]C(C)C)C.[CH:38](=[O:45])[C:39]1[CH:44]=[CH:43][CH:42]=[CH:41][CH:40]=1. (6) Given the product [Cl:6][C:7]1[C:8]([CH2:17][O:18][C:19]2[CH:24]=[CH:23][C:22]([Cl:25])=[C:21]([F:26])[CH:20]=2)=[CH:9][C:10]2[O:14][N:13]=[C:12]([NH:15][S:2]([CH3:1])(=[O:4])=[O:3])[C:11]=2[CH:16]=1, predict the reactants needed to synthesize it. The reactants are: [CH3:1][S:2](Cl)(=[O:4])=[O:3].[Cl:6][C:7]1[C:8]([CH2:17][O:18][C:19]2[CH:24]=[CH:23][C:22]([Cl:25])=[C:21]([F:26])[CH:20]=2)=[CH:9][C:10]2[O:14][N:13]=[C:12]([NH2:15])[C:11]=2[CH:16]=1.C(N(CC)CC)C.